Dataset: Catalyst prediction with 721,799 reactions and 888 catalyst types from USPTO. Task: Predict which catalyst facilitates the given reaction. (1) Reactant: C(OC([N:8]1[C:12]2=[C:13]([Cl:25])[N:14]=[CH:15][C:16]([C:17]([N:19]3[CH2:24][CH2:23][CH2:22][CH2:21][CH2:20]3)=[O:18])=[C:11]2[C:10]([CH3:26])=[CH:9]1)=O)(C)(C)C.[F:27][C:28]1[CH:29]=[C:30]([CH:32]=[CH:33][CH:34]=1)[NH2:31].Cl. Product: [ClH:25].[F:27][C:28]1[CH:29]=[C:30]([NH:31][C:13]2[N:14]=[CH:15][C:16]([C:17]([N:19]3[CH2:20][CH2:21][CH2:22][CH2:23][CH2:24]3)=[O:18])=[C:11]3[C:10]([CH3:26])=[CH:9][NH:8][C:12]=23)[CH:32]=[CH:33][CH:34]=1. The catalyst class is: 27. (2) Reactant: CO[CH:3]([O:15]C)[C:4]1[CH:5]=[C:6]([CH:8]=[C:9]([C:11]([F:14])([F:13])[F:12])[CH:10]=1)[NH2:7].C(N(CC)CC)C.[C:24](Cl)(=[O:26])[CH3:25]. Product: [CH:3]([C:4]1[CH:5]=[C:6]([NH:7][C:24](=[O:26])[CH3:25])[CH:8]=[C:9]([C:11]([F:12])([F:13])[F:14])[CH:10]=1)=[O:15]. The catalyst class is: 363.